From a dataset of Full USPTO retrosynthesis dataset with 1.9M reactions from patents (1976-2016). Predict the reactants needed to synthesize the given product. (1) The reactants are: [C:1]([O:5][C:6]([NH:8][C:9]1[C:17]([C:18]([OH:20])=O)=[C:12]2[N:13]=[CH:14][CH:15]=[CH:16][N:11]2[N:10]=1)=[O:7])([CH3:4])([CH3:3])[CH3:2].[Cl:21][C:22]1[CH:23]=[CH:24][C:25]([O:35][CH3:36])=[C:26]([C:28]2[N:32](C)[N:31]=[CH:30][C:29]=2[NH2:34])[CH:27]=1.[CH:37](N(CC)C(C)C)(C)C.C1CN([P+](ON2N=NC3C=CC=NC2=3)(N2CCCC2)N2CCCC2)CC1.F[P-](F)(F)(F)(F)F. Given the product [Cl:21][C:22]1[CH:23]=[CH:24][C:25]([O:35][CH3:36])=[C:26]([C:28]2[C:29]([NH:34][C:18]([C:17]3[C:9]([NH:8][C:6](=[O:7])[O:5][C:1]([CH3:2])([CH3:3])[CH3:4])=[N:10][N:11]4[CH:16]=[CH:15][CH:14]=[N:13][C:12]=34)=[O:20])=[CH:30][N:31]([CH3:37])[N:32]=2)[CH:27]=1, predict the reactants needed to synthesize it. (2) Given the product [CH2:1]([O:8][C@H:9]1[C@H:14]([O:15][CH2:16][C:17]2[CH:18]=[CH:19][CH:20]=[CH:21][CH:22]=2)[C@@H:13]([O:23][CH2:24][C:25]2[CH:30]=[CH:29][CH:28]=[CH:27][CH:26]=2)[C@@:12]([C:33]2[CH:38]=[CH:37][C:36]([Cl:39])=[C:35]([CH2:40][C:41]3[CH:42]=[CH:43][C:44]([O:47][CH2:48][CH3:49])=[CH:45][CH:46]=3)[CH:34]=2)([O:31][CH3:32])[O:11][C@:10]1([CH:52]([OH:53])[CH3:54])[CH2:50][OH:51])[C:2]1[CH:7]=[CH:6][CH:5]=[CH:4][CH:3]=1, predict the reactants needed to synthesize it. The reactants are: [CH2:1]([O:8][C@H:9]1[C@H:14]([O:15][CH2:16][C:17]2[CH:22]=[CH:21][CH:20]=[CH:19][CH:18]=2)[C@@H:13]([O:23][CH2:24][C:25]2[CH:30]=[CH:29][CH:28]=[CH:27][CH:26]=2)[C@@:12]([C:33]2[CH:38]=[CH:37][C:36]([Cl:39])=[C:35]([CH2:40][C:41]3[CH:46]=[CH:45][C:44]([O:47][CH2:48][CH3:49])=[CH:43][CH:42]=3)[CH:34]=2)([O:31][CH3:32])[O:11][C@@:10]1([CH2:52][OH:53])[CH:50]=[O:51])[C:2]1[CH:7]=[CH:6][CH:5]=[CH:4][CH:3]=1.[CH3:54][Mg]Br. (3) Given the product [CH2:8]([O:5][CH2:4][CH2:3][CH2:2][OH:6])[CH2:9][CH2:10][CH3:11], predict the reactants needed to synthesize it. The reactants are: [Na].[CH2:2]([OH:6])[CH2:3][CH2:4][OH:5].Br[CH2:8][CH2:9][CH2:10][CH3:11]. (4) The reactants are: O[CH:2]([CH2:7][O:8][C:9]1[CH:14]=[CH:13][CH:12]=[CH:11][CH:10]=1)[CH2:3][C:4]([OH:6])=[O:5].[OH:15][CH:16]([CH2:21][CH2:22][CH2:23][O:24][C:25]1[CH:30]=[CH:29][CH:28]=[CH:27][CH:26]=1)[CH2:17][C:18]([OH:20])=[O:19]. Given the product [OH:15][CH:16]([CH2:21][CH2:4][CH2:3][CH2:2][CH2:7][O:8][C:9]1[CH:14]=[CH:13][CH:12]=[CH:11][CH:10]=1)[CH2:17][C:18]([OH:20])=[O:19].[O:24]([CH2:23][CH2:22][CH2:21][CH2:16][CH2:17][CH2:18][CH2:3][C:4]([OH:6])=[O:5])[C:25]1[CH:30]=[CH:29][CH:28]=[CH:27][CH:26]=1, predict the reactants needed to synthesize it. (5) Given the product [CH3:15][O:16][C:17]1[CH:22]=[CH:21][CH:20]=[C:19]([NH:23][CH:11]2[CH2:12][CH2:13][N:8]([C:6]([O:5][C:1]([CH3:4])([CH3:3])[CH3:2])=[O:7])[CH2:9][CH2:10]2)[CH:18]=1, predict the reactants needed to synthesize it. The reactants are: [C:1]([O:5][C:6]([N:8]1[CH2:13][CH2:12][C:11](=O)[CH2:10][CH2:9]1)=[O:7])([CH3:4])([CH3:3])[CH3:2].[CH3:15][O:16][C:17]1[CH:22]=[CH:21][CH:20]=[C:19]([NH2:23])[CH:18]=1. (6) Given the product [CH3:15][O:14][C:12](=[O:13])[CH2:11][C:8]1[CH:9]=[CH:10][C:4]2[O:3][C:2]([B:25]([OH:26])[OH:24])=[CH:6][C:5]=2[CH:7]=1, predict the reactants needed to synthesize it. The reactants are: Br[C:2]1[O:3][C:4]2[CH:10]=[CH:9][C:8]([CH2:11][C:12]([O:14][CH3:15])=[O:13])=[CH:7][C:5]=2[CH:6]=1.C([Mg]Cl)(C)C.C([O:24][B:25](OC(C)C)[O:26]C(C)C)(C)C.O.